Predict the reactants needed to synthesize the given product. From a dataset of Full USPTO retrosynthesis dataset with 1.9M reactions from patents (1976-2016). (1) Given the product [CH3:9][C:2]([S:10]([C:13]1[CH:22]=[CH:21][C:20]2[C:15](=[CH:16][CH:17]=[CH:18][CH:19]=2)[CH:14]=1)(=[O:12])=[O:11])([CH3:1])[CH2:3][CH2:4][C:5]([OH:7])=[O:6], predict the reactants needed to synthesize it. The reactants are: [CH3:1][C:2]([S:10]([C:13]1[CH:22]=[CH:21][C:20]2[C:15](=[CH:16][CH:17]=[CH:18][CH:19]=2)[CH:14]=1)(=[O:12])=[O:11])([CH3:9])[CH2:3][CH2:4][C:5]([O:7]C)=[O:6].C1COCC1.[OH-].[Li+].Cl. (2) The reactants are: C[O:2][C:3]1[CH:11]=[C:10]2[C:6]([CH2:7][N:8]3[C:14]([C:15]4[C:16]([C:21]5[CH:26]=[CH:25][CH:24]=[CH:23][CH:22]=5)=[N:17][O:18][C:19]=4[CH3:20])=[N:13][N:12]=[C:9]32)=[CH:5][CH:4]=1.[B].C(OCC)C.O. Given the product [CH3:20][C:19]1[O:18][N:17]=[C:16]([C:21]2[CH:26]=[CH:25][CH:24]=[CH:23][CH:22]=2)[C:15]=1[C:14]1[N:8]2[CH2:7][C:6]3[C:10]([C:9]2=[N:12][N:13]=1)=[CH:11][C:3]([OH:2])=[CH:4][CH:5]=3, predict the reactants needed to synthesize it. (3) The reactants are: Cl[C:2]1[N:11]=[C:10]([NH:12][CH2:13][C@:14]2([F:27])[CH2:19][CH2:18][CH2:17][N:16]([C:20]([O:22][C:23]([CH3:26])([CH3:25])[CH3:24])=[O:21])[CH2:15]2)[C:5]2=[N:6][CH:7]=[CH:8][N:9]=[C:4]2[CH:3]=1.[CH3:28][N:29]1[CH:33]=[C:32](B2OC(C)(C)C(C)(C)O2)[CH:31]=[N:30]1.[OH-].[K+]. Given the product [F:27][C@@:14]1([CH2:13][NH:12][C:10]2[C:5]3=[N:6][CH:7]=[CH:8][N:9]=[C:4]3[CH:3]=[C:2]([C:32]3[CH:31]=[N:30][N:29]([CH3:28])[CH:33]=3)[N:11]=2)[CH2:19][CH2:18][CH2:17][N:16]([C:20]([O:22][C:23]([CH3:26])([CH3:25])[CH3:24])=[O:21])[CH2:15]1, predict the reactants needed to synthesize it.